This data is from Reaction yield outcomes from USPTO patents with 853,638 reactions. The task is: Predict the reaction yield, written as a fraction of the theoretical maximum amount of product (1.0 means a 100% yield; for example, 0.34 means a 34% yield). The reactants are C1(C)C=CC(S(O)(=O)=O)=CC=1.[Cl:12][C:13]1[N:18]=[C:17]([Cl:19])[N:16]=[C:15]2[NH:20][N:21]=[CH:22][C:14]=12.[O:23]1[CH:28]=[CH:27][CH2:26][CH2:25][CH2:24]1. The catalyst is C1COCC1.C(Cl)Cl. The yield is 0.920. The product is [Cl:12][C:13]1[N:18]=[C:17]([Cl:19])[N:16]=[C:15]2[N:20]([CH:24]3[CH2:25][CH2:26][CH2:27][CH2:28][O:23]3)[N:21]=[CH:22][C:14]=12.